This data is from Full USPTO retrosynthesis dataset with 1.9M reactions from patents (1976-2016). The task is: Predict the reactants needed to synthesize the given product. (1) Given the product [OH:34][CH2:33][CH2:32][N:29]1[C:9]2[N:10]=[C:11]([C:13]3[CH:18]=[CH:17][C:16]([NH:19][C:20]([NH:22][C:23]4[CH:24]=[CH:25][N:26]=[CH:27][CH:28]=4)=[O:21])=[CH:15][CH:14]=3)[N:12]=[C:7]([N:1]3[CH2:6][CH2:5][O:4][CH2:3][CH2:2]3)[C:8]=2[CH:31]=[CH:30]1, predict the reactants needed to synthesize it. The reactants are: [N:1]1([C:7]2[C:8]3[CH:31]=[CH:30][N:29]([CH2:32][CH:33]=[O:34])[C:9]=3[N:10]=[C:11]([C:13]3[CH:18]=[CH:17][C:16]([NH:19][C:20]([NH:22][C:23]4[CH:28]=[CH:27][N:26]=[CH:25][CH:24]=4)=[O:21])=[CH:15][CH:14]=3)[N:12]=2)[CH2:6][CH2:5][O:4][CH2:3][CH2:2]1.CO.[BH4-].[Na+].[OH-].[Na+]. (2) Given the product [Cl:1][C:2]1[C:3]([O:9][CH3:13])=[CH:4][C:16](=[O:17])[N:15]([CH3:18])[CH:14]=1, predict the reactants needed to synthesize it. The reactants are: [Cl:1][C:2]1[C:3]([OH:9])=[CH:4]C(=O)NC=1.[H-].[Na+].I[CH3:13].[CH3:14][N:15]([CH3:18])[CH:16]=[O:17].